From a dataset of Forward reaction prediction with 1.9M reactions from USPTO patents (1976-2016). Predict the product of the given reaction. (1) Given the reactants C([O:8][N:9]([CH2:12][C@@H:13]([CH2:17][CH2:18][CH2:19][CH3:20])[C:14](O)=[O:15])[CH:10]=[O:11])C1C=CC=CC=1.[CH3:21][O:22][C:23]1[CH:36]=[CH:35][C:26]2[NH:27][C:28]([C@@H:30]3[CH2:34][CH2:33][CH2:32][NH:31]3)=[N:29][C:25]=2[CH:24]=1, predict the reaction product. The product is: [OH:8][N:9]([CH2:12][C@H:13]([C:14]([N:31]1[CH2:32][CH2:33][CH2:34][C@H:30]1[C:28]1[NH:27][C:26]2[CH:35]=[CH:36][C:23]([O:22][CH3:21])=[CH:24][C:25]=2[N:29]=1)=[O:15])[CH2:17][CH2:18][CH2:19][CH3:20])[CH:10]=[O:11]. (2) Given the reactants C([O:8][N:9]1[C:14]2[N:15]=[CH:16][N:17]=[C:18]([CH3:19])[C:13]=2[C:12]([NH:20][CH2:21][C:22]2[CH:27]=[CH:26][C:25]([C:28]([F:31])([F:30])[F:29])=[CH:24][CH:23]=2)=[CH:11][C:10]1=[O:32])C1C=CC=CC=1.[H][H], predict the reaction product. The product is: [OH:8][N:9]1[C:14]2[N:15]=[CH:16][N:17]=[C:18]([CH3:19])[C:13]=2[C:12]([NH:20][CH2:21][C:22]2[CH:27]=[CH:26][C:25]([C:28]([F:31])([F:30])[F:29])=[CH:24][CH:23]=2)=[CH:11][C:10]1=[O:32]. (3) Given the reactants Cl.[NH2:2][C:3]1[CH:10]=[C:9]([CH2:11][N:12]2[CH2:17][CH2:16][CH:15]([CH2:18][C:19]3[NH:23][C:22]4[CH:24]=[C:25]([Cl:28])[CH:26]=[CH:27][C:21]=4[N:20]=3)[CH2:14][C:13]2=[O:29])[CH:8]=[CH:7][C:4]=1[C:5]#[N:6].[CH2:30]([N:32](CC)CC)C.C(O)(=O)C.N1C=CC=NN=1, predict the reaction product. The product is: [NH2:6][C:5]1[C:4]2[C:3](=[CH:10][C:9]([CH2:11][N:12]3[CH2:17][CH2:16][CH:15]([CH2:18][C:19]4[NH:23][C:22]5[CH:24]=[C:25]([Cl:28])[CH:26]=[CH:27][C:21]=5[N:20]=4)[CH2:14][C:13]3=[O:29])=[CH:8][CH:7]=2)[N:2]=[CH:30][N:32]=1.